Dataset: Forward reaction prediction with 1.9M reactions from USPTO patents (1976-2016). Task: Predict the product of the given reaction. (1) Given the reactants [CH3:1][CH2:2][N:3]([CH2:6][CH2:7][NH:8][C:9]([C:11]1[C:12]([CH3:29])=[C:13](/[CH:17]=[C:18]2/[C:19]3[CH:20]=[C:21]([F:28])[CH:22]=[CH:23][C:24]=3[NH:25][C:26]/2=[O:27])[NH:14][C:15]=1[CH3:16])=[O:10])[CH2:4][CH3:5].[C:30]([OH:38])(=[O:37])[C@H:31]([CH2:33][C:34]([OH:36])=[O:35])[OH:32].CS(C)=O, predict the reaction product. The product is: [CH3:1][CH2:2][N:3]([CH2:6][CH2:7][NH:8][C:9]([C:11]1[C:12]([CH3:29])=[C:13](/[CH:17]=[C:18]2/[C:19]3[CH:20]=[C:21]([F:28])[CH:22]=[CH:23][C:24]=3[NH:25][C:26]/2=[O:27])[NH:14][C:15]=1[CH3:16])=[O:10])[CH2:4][CH3:5].[CH2:33]([C:34]([OH:36])=[O:35])[C@H:31]([OH:32])[C:30]([OH:38])=[O:37]. (2) Given the reactants [CH2:1]([O:3][C:4]([C:6]1[CH:11]=[CH:10][N:9]=[C:8](Cl)[N:7]=1)=[O:5])[CH3:2].[CH3:13][CH:14]([SH:16])[CH3:15], predict the reaction product. The product is: [CH2:1]([O:3][C:4]([C:6]1[CH:11]=[CH:10][N:9]=[C:8]([S:16][CH:14]([CH3:15])[CH3:13])[N:7]=1)=[O:5])[CH3:2]. (3) Given the reactants [Si]([O:8][CH:9]([C:22]1[O:23][C:24]([C:27]2[S:31][C:30]([C:32]([O:34][CH3:35])=[O:33])=[CH:29][CH:28]=2)=[CH:25][N:26]=1)[CH2:10][CH2:11][CH2:12][CH2:13][CH2:14][CH2:15][C:16]1[CH:21]=[CH:20][CH:19]=[CH:18][CH:17]=1)(C(C)(C)C)(C)C.[Si](OC(C1OC([Sn](CCCC)(CCCC)CCCC)=CN=1)CCCCCCC1C=CC=CC=1)(C(C)(C)C)(C)C.BrC1SC(C(OC)=O)=CC=1, predict the reaction product. The product is: [C:16]1([CH2:15][CH2:14][CH2:13][CH2:12][CH2:11][CH2:10][C:9]([C:22]2[O:23][C:24]([C:27]3[S:31][C:30]([C:32]([O:34][CH3:35])=[O:33])=[CH:29][CH:28]=3)=[CH:25][N:26]=2)=[O:8])[CH:17]=[CH:18][CH:19]=[CH:20][CH:21]=1. (4) Given the reactants [CH2:1]([N:3]([CH2:6][CH3:7])[CH2:4][CH3:5])[CH3:2].[C:8]([OH:11])(=[O:10])[CH3:9], predict the reaction product. The product is: [C:8]([O-:11])(=[O:10])[CH3:9].[CH2:1]([NH+:3]([CH2:6][CH3:7])[CH2:4][CH3:5])[CH3:2]. (5) Given the reactants Br[C:2]1[CH:8]=[CH:7][CH:6]=[CH:5][C:3]=1[NH2:4].[O:9]1[CH:13]=[CH:12][CH:11]=[C:10]1B(O)O.C(=O)([O-])[O-].[Na+].[Na+], predict the reaction product. The product is: [O:9]1[CH:13]=[CH:12][CH:11]=[C:10]1[C:2]1[CH:8]=[CH:7][CH:6]=[CH:5][C:3]=1[NH2:4].